From a dataset of Peptide-MHC class I binding affinity with 185,985 pairs from IEDB/IMGT. Regression. Given a peptide amino acid sequence and an MHC pseudo amino acid sequence, predict their binding affinity value. This is MHC class I binding data. (1) The peptide sequence is NLTEMQEAV. The MHC is HLA-A02:01 with pseudo-sequence HLA-A02:01. The binding affinity (normalized) is 0.417. (2) The peptide sequence is AVHECFVKR. The MHC is HLA-A03:01 with pseudo-sequence HLA-A03:01. The binding affinity (normalized) is 0.251.